This data is from NCI-60 drug combinations with 297,098 pairs across 59 cell lines. The task is: Regression. Given two drug SMILES strings and cell line genomic features, predict the synergy score measuring deviation from expected non-interaction effect. (1) Drug 1: CN(C)N=NC1=C(NC=N1)C(=O)N. Drug 2: CC1CCC2CC(C(=CC=CC=CC(CC(C(=O)C(C(C(=CC(C(=O)CC(OC(=O)C3CCCCN3C(=O)C(=O)C1(O2)O)C(C)CC4CCC(C(C4)OC)O)C)C)O)OC)C)C)C)OC. Cell line: SW-620. Synergy scores: CSS=3.51, Synergy_ZIP=-2.96, Synergy_Bliss=-2.30, Synergy_Loewe=-17.6, Synergy_HSA=-7.22. (2) Drug 1: C1CC(=O)NC(=O)C1N2CC3=C(C2=O)C=CC=C3N. Drug 2: CC12CCC3C(C1CCC2OP(=O)(O)O)CCC4=C3C=CC(=C4)OC(=O)N(CCCl)CCCl.[Na+]. Cell line: M14. Synergy scores: CSS=-2.60, Synergy_ZIP=-1.68, Synergy_Bliss=-5.33, Synergy_Loewe=-4.91, Synergy_HSA=-5.33. (3) Drug 1: C1=CN(C=N1)CC(O)(P(=O)(O)O)P(=O)(O)O. Drug 2: CC(C)CN1C=NC2=C1C3=CC=CC=C3N=C2N. Cell line: SK-MEL-28. Synergy scores: CSS=-5.38, Synergy_ZIP=1.10, Synergy_Bliss=-2.29, Synergy_Loewe=-4.43, Synergy_HSA=-4.78. (4) Drug 1: CC1=C(C=C(C=C1)NC2=NC=CC(=N2)N(C)C3=CC4=NN(C(=C4C=C3)C)C)S(=O)(=O)N.Cl. Drug 2: C1CN1P(=S)(N2CC2)N3CC3. Cell line: MDA-MB-231. Synergy scores: CSS=14.7, Synergy_ZIP=-2.62, Synergy_Bliss=-2.42, Synergy_Loewe=-0.0991, Synergy_HSA=0.255.